From a dataset of Reaction yield outcomes from USPTO patents with 853,638 reactions. Predict the reaction yield, written as a fraction of the theoretical maximum amount of product (1.0 means a 100% yield; for example, 0.34 means a 34% yield). The reactants are [Li][CH2:2][CH2:3][CH2:4]C.[I-].C1([PH+](C2C=CC=CC=2)C2C=CC=CC=2)C=CC=CC=1.[O:26]=[C:27]1[NH:31][CH2:30][C@@H:29]([CH:32]=O)[CH2:28]1. The catalyst is C1COCC1. The product is [CH3:2][C:3]([CH3:4])=[CH:32][C@@H:29]1[CH2:30][NH:31][C:27](=[O:26])[CH2:28]1. The yield is 0.410.